From a dataset of Forward reaction prediction with 1.9M reactions from USPTO patents (1976-2016). Predict the product of the given reaction. (1) Given the reactants [Br:1][C:2]1[CH:11]=[CH:10][C:5]([O:6][CH2:7][CH2:8]O)=[CH:4][CH:3]=1.N1C=CN=C1.C1C=CC(P(C2C=CC=CC=2)C2C=CC=CC=2)=CC=1.[I:36]I, predict the reaction product. The product is: [Br:1][C:2]1[CH:11]=[CH:10][C:5]([O:6][CH2:7][CH2:8][I:36])=[CH:4][CH:3]=1. (2) Given the reactants [Cl:1][C:2]1[CH:3]=[C:4]2[C:18](=[CH:19][C:20]=1[CH2:21][C:22]1[CH:27]=[CH:26][C:25]([CH2:28][CH3:29])=[CH:24][CH:23]=1)[C@:7]1([C@H:12]([OH:13])[C@@H:11]([OH:14])[C@H:10]([OH:15])[C@@H:9]([CH2:16][OH:17])[O:8]1)[O:6][CH2:5]2.[C:30]1([CH3:40])[CH:35]=[CH:34][C:33]([S:36](Cl)(=[O:38])=[O:37])=[CH:32][CH:31]=1, predict the reaction product. The product is: [CH3:40][C:30]1[CH:35]=[CH:34][C:33]([S:36]([O:17][CH2:16][C@H:9]2[O:8][C@@:7]3([C:18]4[C:4](=[CH:3][C:2]([Cl:1])=[C:20]([CH2:21][C:22]5[CH:27]=[CH:26][C:25]([CH2:28][CH3:29])=[CH:24][CH:23]=5)[CH:19]=4)[CH2:5][O:6]3)[C@H:12]([OH:13])[C@@H:11]([OH:14])[C@@H:10]2[OH:15])(=[O:38])=[O:37])=[CH:32][CH:31]=1. (3) Given the reactants [O:1]1[CH2:6][CH2:5][NH:4][C:3]2[CH:7]=[CH:8][CH:9]=[CH:10][C:2]1=2.[H-].[Na+].I[CH3:14], predict the reaction product. The product is: [CH3:14][N:4]1[CH2:5][CH2:6][O:1][C:2]2[CH:10]=[CH:9][CH:8]=[CH:7][C:3]1=2. (4) The product is: [OH:21][C:3]1[C:4]([C:12]([NH:14][CH2:15][C:16]([O:18][CH2:19][CH3:20])=[O:17])=[O:13])=[C:5]2[C:10](=[CH:11][C:2]=1[C:33]1[C:34]3[C:39](=[CH:38][CH:37]=[CH:36][CH:35]=3)[N:31]([S:28]([C:22]3[CH:27]=[CH:26][CH:25]=[CH:24][CH:23]=3)(=[O:30])=[O:29])[CH:32]=1)[N:9]=[CH:8][CH:7]=[N:6]2. Given the reactants Br[C:2]1[CH:11]=[C:10]2[C:5]([N:6]=[CH:7][CH:8]=[N:9]2)=[C:4]([C:12]([NH:14][CH2:15][C:16]([O:18][CH2:19][CH3:20])=[O:17])=[O:13])[C:3]=1[OH:21].[C:22]1([S:28]([N:31]2[C:39]3[C:34](=[CH:35][CH:36]=[CH:37][CH:38]=3)[C:33](B3OC(C)(C)C(C)(C)O3)=[CH:32]2)(=[O:30])=[O:29])[CH:27]=[CH:26][CH:25]=[CH:24][CH:23]=1.C(=O)([O-])[O-].[K+].[K+], predict the reaction product. (5) The product is: [CH3:1][O:2][C:3](=[O:37])[C@@H:4]([NH:14][C:15]([C:17]1[C:18]([CH2:35][CH3:36])=[N:19][C:20]([NH:24][CH2:25][CH2:26][CH2:27][C:28]2[CH:33]=[CH:32][CH:31]=[C:30]([OH:34])[CH:29]=2)=[N:21][C:22]=1[CH3:23])=[O:16])[CH2:5][NH:6][C:7]([C:53]1[S:52][CH:56]=[CH:38][CH:40]=1)=[O:9]. Given the reactants [CH3:1][O:2][C:3](=[O:37])[C@@H:4]([NH:14][C:15]([C:17]1[C:18]([CH2:35][CH3:36])=[N:19][C:20]([NH:24][CH2:25][CH2:26][CH2:27][C:28]2[CH:33]=[CH:32][CH:31]=[C:30]([OH:34])[CH:29]=2)=[N:21][C:22]=1[CH3:23])=[O:16])[CH2:5][NH:6][C:7]([O:9]C(C)(C)C)=O.[C:38](O)([C:40](F)(F)F)=O.C(N(CC)CC)C.[S:52]1[CH:56]=CC=[C:53]1C(O)=O.CN(C(ON1N=NC2C=CC=CC1=2)=[N+](C)C)C.F[P-](F)(F)(F)(F)F.C1C=CC2N(O)N=NC=2C=1, predict the reaction product.